From a dataset of M1 muscarinic receptor antagonist screen with 61,756 compounds. Binary Classification. Given a drug SMILES string, predict its activity (active/inactive) in a high-throughput screening assay against a specified biological target. (1) The drug is Clc1c(CSc2[nH]c3CCCCc3c(=O)n2)cccc1. The result is 0 (inactive). (2) The molecule is O1C(CCC1)CNCC(O)Cn1c2c(c3c1cccc3)cccc2. The result is 0 (inactive). (3) The molecule is S1C=2N(CN(C1)c1c(F)cccc1)C(=O)CC(C2C#N)c1c(OC)ccc(OC)c1. The result is 0 (inactive). (4) The molecule is OC1CC(N(C1)C(=O)C(NC(=O)CNC(OCc1ccccc1)=O)C)C(OCc1ccccc1)=O. The result is 0 (inactive). (5) The molecule is Clc1c(c2noc(c2C(=O)Nc2nn(Cc3ccc(cc3)C)cc2)C)cccc1. The result is 0 (inactive). (6) The compound is Brc1c(C(=O)N2CCN(CC2)c2ccccc2)cccc1. The result is 0 (inactive). (7) The compound is Brc1cc(C(OCCN(CC)CC)=O)ccc1. The result is 1 (active). (8) The drug is S(=O)(=O)(N1C(CCC1)C(=O)Nc1cc(ccc1)C(=O)C)c1c2ncccc2ccc1. The result is 0 (inactive). (9) The compound is Brc1cc(C=2N=c3n([nH]cn3)C(c3sccc3C)C2)ccc1. The result is 0 (inactive). (10) The drug is O1C(CN(C(=O)C2OCCC2)Cc2cc3c([nH]c2=O)c(cc(c3)C)C)CCC1. The result is 0 (inactive).